This data is from Full USPTO retrosynthesis dataset with 1.9M reactions from patents (1976-2016). The task is: Predict the reactants needed to synthesize the given product. Given the product [CH:8]1([NH:14][CH2:2][Si:3]([CH3:7])([CH3:6])[O:4][CH3:5])[CH2:13][CH2:12][CH2:11][CH2:10][CH2:9]1, predict the reactants needed to synthesize it. The reactants are: Cl[CH2:2][Si:3]([CH3:7])([CH3:6])[O:4][CH3:5].[CH:8]1([NH2:14])[CH2:13][CH2:12][CH2:11][CH2:10][CH2:9]1.